Dataset: Catalyst prediction with 721,799 reactions and 888 catalyst types from USPTO. Task: Predict which catalyst facilitates the given reaction. (1) Reactant: [CH3:1][O:2][C:3]1[CH:11]=[CH:10][CH:9]=[C:8]2[C:4]=1[CH2:5][CH2:6][C:7]2=[O:12].C[Si](C)(C)[C:15]([F:18])([F:17])[F:16].CCCC[N+](CCCC)(CCCC)CCCC.[F-]. Product: [CH3:1][O:2][C:3]1[CH:11]=[CH:10][CH:9]=[C:8]2[C:4]=1[CH2:5][CH2:6][C:7]2([C:15]([F:18])([F:17])[F:16])[OH:12]. The catalyst class is: 49. (2) Reactant: [Cl:1][C:2]1[N:6]2[N:7]=[C:8](Cl)[CH:9]=[CH:10][C:5]2=[N:4][N:3]=1.[OH:12][CH2:13][CH:14]1[CH2:17][CH2:16][O:15]1.C(=O)([O-])[O-].[K+].[K+]. Product: [Cl:1][C:2]1[N:6]2[N:7]=[C:8]([O:12][CH2:13][CH:14]3[CH2:17][CH2:16][O:15]3)[CH:9]=[CH:10][C:5]2=[N:4][N:3]=1. The catalyst class is: 9. (3) Reactant: Br[CH:2]([C:4]1[CH:5]=[C:6]2[C:11](=[CH:12][CH:13]=1)[N:10]=[CH:9][CH:8]=[N:7]2)[CH3:3].C(N(C(C)C)CC)(C)C.[C:23]([C:27]1[CH:32]=[CH:31][C:30]([C:33]2[NH:37][C:36]3[CH:38]=[CH:39][CH:40]=[C:41]([N:42]4[CH2:47][CH2:46][NH:45][CH2:44][CH2:43]4)[C:35]=3[N:34]=2)=[CH:29][CH:28]=1)([CH3:26])([CH3:25])[CH3:24]. Product: [C:23]([C:27]1[CH:28]=[CH:29][C:30]([C:33]2[NH:37][C:36]3[CH:38]=[CH:39][CH:40]=[C:41]([N:42]4[CH2:47][CH2:46][N:45]([CH:2]([C:4]5[CH:5]=[C:6]6[C:11](=[CH:12][CH:13]=5)[N:10]=[CH:9][CH:8]=[N:7]6)[CH3:3])[CH2:44][CH2:43]4)[C:35]=3[N:34]=2)=[CH:31][CH:32]=1)([CH3:26])([CH3:24])[CH3:25]. The catalyst class is: 435. (4) The catalyst class is: 2. Reactant: C(OC(=O)[NH:7][C:8]1[CH:13]=[CH:12][C:11]([C:14]([F:17])([F:16])[F:15])=[CH:10][C:9]=1[NH:18][C:19](=[O:36])[CH2:20][C:21]([C:23]1[CH:28]=[CH:27][CH:26]=[C:25]([C:29]2[C:30]([CH3:35])=[N:31][CH:32]=[CH:33][CH:34]=2)[CH:24]=1)=O)(C)(C)C.C(O)(C(F)(F)F)=O. Product: [CH3:35][C:30]1[C:29]([C:25]2[CH:24]=[C:23]([C:21]3[CH2:20][C:19](=[O:36])[NH:18][C:9]4[CH:10]=[C:11]([C:14]([F:17])([F:16])[F:15])[CH:12]=[CH:13][C:8]=4[N:7]=3)[CH:28]=[CH:27][CH:26]=2)=[CH:34][CH:33]=[CH:32][N:31]=1. (5) Reactant: [CH2:1]([NH:3][C:4](=[O:40])[NH:5][C:6]1[S:7][C:8]2[C:14]([C:15]3[CH:20]=[C:19]([CH3:21])[CH:18]=[CH:17][N:16]=3)=[CH:13][C:12]([C:22]3[CH:23]=[N:24][C:25]([N:28]4[CH2:33][CH2:32][C:31]([CH3:39])([C:34]([O:36]CC)=[O:35])[CH2:30][CH2:29]4)=[N:26][CH:27]=3)=[CH:11][C:9]=2[N:10]=1)[CH3:2].[Li+].[OH-]. Product: [CH2:1]([NH:3][C:4]([NH:5][C:6]1[S:7][C:8]2[C:14]([C:15]3[CH:20]=[C:19]([CH3:21])[CH:18]=[CH:17][N:16]=3)=[CH:13][C:12]([C:22]3[CH:27]=[N:26][C:25]([N:28]4[CH2:29][CH2:30][C:31]([CH3:39])([C:34]([OH:36])=[O:35])[CH2:32][CH2:33]4)=[N:24][CH:23]=3)=[CH:11][C:9]=2[N:10]=1)=[O:40])[CH3:2]. The catalyst class is: 1.